Dataset: Forward reaction prediction with 1.9M reactions from USPTO patents (1976-2016). Task: Predict the product of the given reaction. (1) The product is: [F:29][C:26]1[CH:25]=[CH:24][C:23]([C:15]([C:16]2[CH:21]=[CH:20][C:19]([F:22])=[CH:18][CH:17]=2)=[CH:14][CH2:13][S:12][C:9]2[CH:10]=[CH:11][C:6]([O:5][CH2:4][C:3]([OH:31])=[O:2])=[C:7]([CH3:30])[CH:8]=2)=[CH:28][CH:27]=1. Given the reactants C[O:2][C:3](=[O:31])[CH2:4][O:5][C:6]1[CH:11]=[CH:10][C:9]([S:12][CH2:13][CH:14]=[C:15]([C:23]2[CH:28]=[CH:27][C:26]([F:29])=[CH:25][CH:24]=2)[C:16]2[CH:21]=[CH:20][C:19]([F:22])=[CH:18][CH:17]=2)=[CH:8][C:7]=1[CH3:30].[OH-].[Na+], predict the reaction product. (2) Given the reactants F[C:2]1[CH:9]=[C:8]([CH2:10][N:11]2[CH:15]=[CH:14][N:13]=[CH:12]2)[CH:7]=[CH:6][C:3]=1[C:4]#[N:5].[CH2:16]([C:18]1([C:26]2[CH:31]=[CH:30][CH:29]=[C:28]([OH:32])[CH:27]=2)[CH2:24][CH2:23][CH2:22][CH2:21][NH:20][C:19]1=[O:25])[CH3:17].[F-].[K+].C1OCCOCCOCCOCCOCCOC1, predict the reaction product. The product is: [CH2:16]([C:18]1([C:26]2[CH:27]=[C:28]([CH:29]=[CH:30][CH:31]=2)[O:32][C:2]2[CH:9]=[C:8]([CH2:10][N:11]3[CH:15]=[CH:14][N:13]=[CH:12]3)[CH:7]=[CH:6][C:3]=2[C:4]#[N:5])[CH2:24][CH2:23][CH2:22][CH2:21][NH:20][C:19]1=[O:25])[CH3:17].